Dataset: Drug-target binding data from BindingDB using IC50 measurements. Task: Regression. Given a target protein amino acid sequence and a drug SMILES string, predict the binding affinity score between them. We predict pIC50 (pIC50 = -log10(IC50 in M); higher means more potent). Dataset: bindingdb_ic50. (1) The small molecule is Cc1cn(-c2cc(C(=O)Nc3cccc(Nc4ccc5c(c4)NC(=O)/C5=C\c4ccc[nH]4)c3)cc(C(F)(F)F)c2)cn1. The target protein (P16056) has sequence MKAPTVLAPGILVLLLSLVQRSHGECKEALVKSEMNVNMKYQLPNFTAETPIQNVVLHGHHIYLGATNYIYVLNDKDLQKVSEFKTGPVLEHPDCLPCRDCSSKANSSGGVWKDNINMALLVDTYYDDQLISCGSVNRGTCQRHVLPPDNSADIQSEVHCMFSPEEESGQCPDCVVSALGAKVLLSEKDRFINFFVGNTINSSYPPGYSLHSISVRRLKETQDGFKFLTDQSYIDVLPEFLDSYPIKYIHAFESNHFIYFLTVQKETLDAQTFHTRIIRFCSVDSGLHSYMEMPLECILTEKRRKRSTREEVFNILQAAYVSKPGANLAKQIGASPSDDILFGVFAQSKPDSAEPVNRSAVCAFPIKYVNDFFNKIVNKNNVRCLQHFYGPNHEHCFNRTLLRNSSGCEARSDEYRTEFTTALQRVDLFMGRLNQVLLTSISTFIKGDLTIANLGTSEGRFMQVVLSRTAHLTPHVNFLLDSHPVSPEVIVEHPSNQNGY.... The pIC50 is 5.0. (2) The compound is CC(=O)c1cc2c(=O)c3c(C(=O)O)c(O)c(O)cc3oc2c(C(C)=O)c1-c1coc2cc(O)c(O)c(C(=O)O)c2c1=O. The target protein (P10686) has sequence MAGVGTPCANGCGPSAPSEAEVLHLCRSLEVGTVMTLFYSKKSQRPERKTFQVKLETRQITWSRGADKIEGSIDIREIKEIRPGKTSRDFDRYQEDPAFRPDQSHCFVILYGMEFRLKTLSLQATSEDEVNMWIKGLTWLMEDTLQAATPLQIERWLRKQFYSVDRNREDRISAKDLKNMLSQVNYRVPNMRFLRERLTDFEQRSGDITYGQFAQLYRSLMYSAQKTMDLPFLETNTLRTGERPELCQVSLSEFQQFLLEYQGELWAVDRLQVQEFMLSFLRDPLREIEEPYFFLDELVTFLFSKENSVWNSQLDAVCPETMNNPLSHYWISSSHNTYLTGDQFSSESSLEAYARCLRMGCRCIELDCWDGPDGMPVIYHGHTLTTKIKFSDVLHTIKEHAFVASEYPVILSIEDHCSIAQQRNMAQHFRKVLGDTLLTKPVDIAADGLPSPNQLKRKILIKHKKLAEGSAYEEVPTSVMYSENDISNSIKNGILYLEDP.... The pIC50 is 5.3.